This data is from Peptide-MHC class I binding affinity with 185,985 pairs from IEDB/IMGT. The task is: Regression. Given a peptide amino acid sequence and an MHC pseudo amino acid sequence, predict their binding affinity value. This is MHC class I binding data. The peptide sequence is FRYNGLIHR. The MHC is Mamu-B1001 with pseudo-sequence Mamu-B1001. The binding affinity (normalized) is 0.486.